Binary Classification. Given a T-cell receptor sequence (or CDR3 region) and an epitope sequence, predict whether binding occurs between them. From a dataset of TCR-epitope binding with 47,182 pairs between 192 epitopes and 23,139 TCRs. (1) The epitope is YLDAYNMMI. The TCR CDR3 sequence is CASSQVAGAGGGTDTQYF. Result: 1 (the TCR binds to the epitope). (2) The epitope is DATYQRTRALVR. The TCR CDR3 sequence is CSAETGNTEQFF. Result: 1 (the TCR binds to the epitope). (3) The epitope is ATDALMTGY. The TCR CDR3 sequence is CAISDQTSGNQPQHF. Result: 1 (the TCR binds to the epitope).